This data is from Catalyst prediction with 721,799 reactions and 888 catalyst types from USPTO. The task is: Predict which catalyst facilitates the given reaction. Reactant: [N:1]1([C:6]([C:8]2[C:9]([CH3:16])=[C:10]([CH:14]=O)[NH:11][C:12]=2[CH3:13])=[O:7])[CH:5]=[CH:4][N:3]=[CH:2]1.NCCN1C[CH2:24][O:23][CH2:22][CH2:21]1.[F:26][C:27]1[CH:28]=[C:29]2[C:33](=[CH:34][CH:35]=1)[NH:32][C:31](=[O:36])[CH2:30]2. Product: [F:26][C:27]1[CH:28]=[C:29]2[C:33](=[CH:34][CH:35]=1)[NH:32][C:31](=[O:36])/[C:30]/2=[CH:14]\[C:10]1[NH:11][C:12]([CH3:13])=[C:8]([C:6]([NH:1][CH2:5][CH2:4][N:3]2[CH2:21][CH2:22][O:23][CH2:24][CH2:2]2)=[O:7])[C:9]=1[CH3:16]. The catalyst class is: 1.